From a dataset of Full USPTO retrosynthesis dataset with 1.9M reactions from patents (1976-2016). Predict the reactants needed to synthesize the given product. (1) Given the product [CH2:22]([O:24][C:25](=[O:31])/[CH:26]=[CH:27]/[C:28]([N:6]1[C:5]2[CH:13]=[CH:14][C:2]([Cl:1])=[CH:3][C:4]=2[O:9][CH:8]([CH:10]([CH3:12])[CH3:11])[CH2:7]1)=[O:29])[CH3:23], predict the reactants needed to synthesize it. The reactants are: [Cl:1][C:2]1[CH:14]=[CH:13][C:5]2[NH:6][CH2:7][CH:8]([CH:10]([CH3:12])[CH3:11])[O:9][C:4]=2[CH:3]=1.C(N(CC)CC)C.[CH2:22]([O:24][C:25](=[O:31])/[CH:26]=[CH:27]/[C:28](Cl)=[O:29])[CH3:23].O. (2) Given the product [F:61][C:62]([F:67])([F:66])[C:63]([OH:65])=[O:64].[F:61][C:62]([F:67])([F:66])[C:63]([OH:65])=[O:64].[NH2:8][C@H:9]([C:21]([O:23][CH2:24][CH2:25][O:26][C:27]1[CH:28]=[CH:29][C:30]([C:33]2[C:38]([C:39]#[N:40])=[C:37]([NH:41][CH2:42][CH2:43][CH3:44])[N:36]=[C:35]([S:45][CH2:46][C:47]3[N:48]=[C:49]([C:52]4[CH:53]=[CH:54][C:55]([Cl:58])=[CH:56][CH:57]=4)[S:50][CH:51]=3)[C:34]=2[C:59]#[N:60])=[CH:31][CH:32]=1)=[O:22])[CH2:10][CH2:11][CH2:12][NH2:13], predict the reactants needed to synthesize it. The reactants are: C(OC([NH:8][C@H:9]([C:21]([O:23][CH2:24][CH2:25][O:26][C:27]1[CH:32]=[CH:31][C:30]([C:33]2[C:38]([C:39]#[N:40])=[C:37]([NH:41][CH2:42][CH2:43][CH3:44])[N:36]=[C:35]([S:45][CH2:46][C:47]3[N:48]=[C:49]([C:52]4[CH:57]=[CH:56][C:55]([Cl:58])=[CH:54][CH:53]=4)[S:50][CH:51]=3)[C:34]=2[C:59]#[N:60])=[CH:29][CH:28]=1)=[O:22])[CH2:10][CH2:11][CH2:12][NH:13]C(OC(C)(C)C)=O)=O)(C)(C)C.[F:61][C:62]([F:67])([F:66])[C:63]([OH:65])=[O:64]. (3) The reactants are: C(Cl)(=O)C(Cl)=O.[CH3:7][C:8]1[CH:9]=[CH:10][C:11]([C:14]([OH:16])=O)=[CH:12][CH:13]=1.[N:17]1[CH:22]=[CH:21][C:20]([C:23]2[N:24]=[C:25]([NH2:28])[S:26][CH:27]=2)=[CH:19][CH:18]=1. Given the product [CH3:7][C:8]1[CH:13]=[CH:12][C:11]([C:14]([NH:28][C:25]2[S:26][CH:27]=[C:23]([C:20]3[CH:21]=[CH:22][N:17]=[CH:18][CH:19]=3)[N:24]=2)=[O:16])=[CH:10][CH:9]=1, predict the reactants needed to synthesize it. (4) Given the product [Cl:1][C:2]1[CH:7]=[C:6]([OH:8])[CH:5]=[CH:4][C:3]=1[CH2:10][C:11]([NH:14][C:15]1[CH:20]=[CH:19][CH:18]=[CH:17][N:16]=1)=[O:13], predict the reactants needed to synthesize it. The reactants are: [Cl:1][C:2]1[CH:7]=[C:6]([O:8]C)[CH:5]=[CH:4][C:3]=1[CH2:10][C:11]([OH:13])=O.[NH2:14][C:15]1[CH:20]=[CH:19][CH:18]=[CH:17][N:16]=1.N1(C(C2SC3C(=NC=CC=3OC3C=CC(CC(NC4C=NC(N5CCOCC5)=CC=4)=O)=CC=3)C=2)=O)CCC1.COC.C1(O)C=CC=CC=1. (5) Given the product [CH3:4][C:2]([CH:5]1[CH2:13][C:12]2[C:7](=[CH:8][CH:9]=[C:10]([N:14]3[CH2:18][C@H:17]([CH2:19][O:20][S:40]([CH3:39])(=[O:42])=[O:41])[O:16][C:15]3=[O:21])[CH:11]=2)[N:6]1[C:22]([O:24][CH2:25][C:26]1[CH:27]=[CH:28][CH:29]=[CH:30][CH:31]=1)=[O:23])([CH3:1])[CH3:3], predict the reactants needed to synthesize it. The reactants are: [CH3:1][C:2]([CH:5]1[CH2:13][C:12]2[C:7](=[CH:8][CH:9]=[C:10]([N:14]3[CH2:18][C@H:17]([CH2:19][OH:20])[O:16][C:15]3=[O:21])[CH:11]=2)[N:6]1[C:22]([O:24][CH2:25][C:26]1[CH:31]=[CH:30][CH:29]=[CH:28][CH:27]=1)=[O:23])([CH3:4])[CH3:3].C(N(CC)CC)C.[CH3:39][S:40](Cl)(=[O:42])=[O:41]. (6) Given the product [Br:1][CH2:2][C:3]([N:18]1[CH2:23][CH2:22][C:21]2([C:31]3[C:26](=[CH:27][CH:28]=[CH:29][CH:30]=3)[NH:25][C:24]2=[O:32])[CH2:20][CH2:19]1)=[O:4], predict the reactants needed to synthesize it. The reactants are: [Br:1][CH2:2][C:3](Br)=[O:4].C(N(CC)CC)C.CN(C)C=O.[NH:18]1[CH2:23][CH2:22][C:21]2([C:31]3[C:26](=[CH:27][CH:28]=[CH:29][CH:30]=3)[NH:25][C:24]2=[O:32])[CH2:20][CH2:19]1. (7) Given the product [Br:1][C:2]1[CH:7]=[C:6]([N+:10]([O-:12])=[O:11])[CH:5]=[C:4]([CH3:8])[N+:3]=1[O-:9], predict the reactants needed to synthesize it. The reactants are: [Br:1][C:2]1[CH:7]=[CH:6][CH:5]=[C:4]([CH3:8])[N+:3]=1[O-:9].[N+:10]([O-])([OH:12])=[O:11].[OH-].[Na+]. (8) Given the product [Si:1]([O:8][CH2:9][C@H:10]1[CH2:19][C:18]2[C:13](=[CH:14][CH:15]=[CH:16][C:17]=2[CH2:20][CH2:21][C:22]([O:24][CH2:25][CH3:26])=[O:23])[C@H:12]([CH3:27])[N:11]1[C:28](=[O:38])[CH2:29][C:30]1[C:31]([Cl:37])=[CH:32][CH:33]=[CH:34][C:35]=1[Cl:36])([C:4]([CH3:5])([CH3:6])[CH3:7])([CH3:3])[CH3:2], predict the reactants needed to synthesize it. The reactants are: [Si:1]([O:8][CH2:9][C@H:10]1[CH2:19][C:18]2[C:13](=[CH:14][CH:15]=[CH:16][C:17]=2/[CH:20]=[CH:21]/[C:22]([O:24][CH2:25][CH3:26])=[O:23])[C@H:12]([CH3:27])[N:11]1[C:28](=[O:38])[CH2:29][C:30]1[C:35]([Cl:36])=[CH:34][CH:33]=[CH:32][C:31]=1[Cl:37])([C:4]([CH3:7])([CH3:6])[CH3:5])([CH3:3])[CH3:2].